This data is from Peptide-MHC class I binding affinity with 185,985 pairs from IEDB/IMGT. The task is: Regression. Given a peptide amino acid sequence and an MHC pseudo amino acid sequence, predict their binding affinity value. This is MHC class I binding data. (1) The peptide sequence is GLRWHVRAF. The MHC is HLA-A11:01 with pseudo-sequence HLA-A11:01. The binding affinity (normalized) is 0.0847. (2) The peptide sequence is IREQANSV. The MHC is HLA-B27:05 with pseudo-sequence HLA-B27:05. The binding affinity (normalized) is 0.132. (3) The peptide sequence is TVIYRGVNF. The MHC is HLA-B15:01 with pseudo-sequence HLA-B15:01. The binding affinity (normalized) is 0.0526. (4) The peptide sequence is FAEGVVAFL. The MHC is HLA-B18:01 with pseudo-sequence HLA-B18:01. The binding affinity (normalized) is 0.0847. (5) The peptide sequence is AEQASQDVKNW. The MHC is HLA-B18:01 with pseudo-sequence HLA-B18:01. The binding affinity (normalized) is 0.